This data is from Experimentally validated miRNA-target interactions with 360,000+ pairs, plus equal number of negative samples. The task is: Binary Classification. Given a miRNA mature sequence and a target amino acid sequence, predict their likelihood of interaction. (1) The miRNA is hsa-miR-3187-3p with sequence UUGGCCAUGGGGCUGCGCGG. The protein sequence of the target gene is MVSSQKLEKPIEMGSSEPLPIVDSDKRRKKKRKTRATDSLPGKFEDVYQLTSELLGEGAYAKVQGAVNLQSGKEYAVKIIEKQAGHSRSRVFREVETLYQCQGNRNILELIEFFEDDTRFYLVFEKLQGGSILAHIQKRKHFNEREASRVVRDVATALDFLHTKGIAHRDLKPENILCESPEKVSPVKICDFDLGSGVKLNNSCTPITTPELTTPCGSAEYMAPEVVEVFRDEATFYDKRCDLWSLGVVLYIMLSGYPPFVGHCGADCGWDRGEVCRMCQNKLFESIQEGKYEFPDKDWA.... Result: 0 (no interaction). (2) The miRNA is mmu-miR-346-3p with sequence AGGCAGGGGCUGGGCCUGCAGC. The protein sequence of the target gene is MSTKAEQFASKIRYLQEYHNRVLHNIYPVPSGTDIANTLKYFSQTLLSILSRTGKKENQDASNLTVPMTMCLFPVPFPLTPSLRPQVSSINPTVTRSLLYSVLRDAPSERGPQSRDAQLSDYPSLDYQGLYVTLVTLLDLVPLLQHGQHDLGQSIFYTTTCLLPFLNDDILSTLPYTMISTLATFPPFLHKDIIEYLSTSFLPMAILGSSRREGVPAHVNLSASSMLMIAMQYTSNPVYHCQLLECLMKYKQEVWKDLLYVIAYGPSQVKPPAVQMLFHYWPNLKPPGAISEYRGLQYTA.... Result: 0 (no interaction).